From a dataset of Acute oral toxicity (LD50) regression data from Zhu et al.. Regression/Classification. Given a drug SMILES string, predict its toxicity properties. Task type varies by dataset: regression for continuous values (e.g., LD50, hERG inhibition percentage) or binary classification for toxic/non-toxic outcomes (e.g., AMES mutagenicity, cardiotoxicity, hepatotoxicity). Dataset: ld50_zhu. (1) The molecule is CCc1ccc(C(=O)C(C)CN2CCCCC2)cc1. The rat oral LD50 is 2.30, given as -log10 of the dose in mol/kg body weight (higher means more acutely toxic). (2) The compound is CCC(Cl)Cl. The rat oral LD50 is 1.24, given as -log10 of the dose in mol/kg body weight (higher means more acutely toxic).